From a dataset of Forward reaction prediction with 1.9M reactions from USPTO patents (1976-2016). Predict the product of the given reaction. (1) Given the reactants [CH2:1]([O:3][C:4](=[O:20])[C@@H:5]([O:18][CH3:19])[CH2:6][C:7]1[CH:12]=[CH:11][C:10]([O:13][CH2:14][CH2:15][CH2:16]Br)=[CH:9][CH:8]=1)[CH3:2].[OH:21][C:22]1[CH:35]=[C:34]([OH:36])[CH:33]=[CH:32][C:23]=1[C:24]([C:26]1[CH:31]=[CH:30][CH:29]=[CH:28][CH:27]=1)=[O:25], predict the reaction product. The product is: [CH2:1]([O:3][C:4](=[O:20])[CH:5]([O:18][CH3:19])[CH2:6][C:7]1[CH:12]=[CH:11][C:10]([O:13][CH2:14][CH2:15][CH2:16][O:36][C:34]2[CH:33]=[CH:32][C:23]([C:24](=[O:25])[C:26]3[CH:31]=[CH:30][CH:29]=[CH:28][CH:27]=3)=[C:22]([OH:21])[CH:35]=2)=[CH:9][CH:8]=1)[CH3:2]. (2) The product is: [Br:1][C:2]1[CH:3]=[N:4][C:5]2[N:12]=[C:13]([NH2:15])[N:14]=[CH:7][C:6]=2[CH:9]=1. Given the reactants [Br:1][C:2]1[CH:3]=[N:4][C:5](F)=[C:6]([CH:9]=1)[CH:7]=O.Cl.[NH2:12][C:13]([NH2:15])=[NH:14].C(N(CC)CC)C, predict the reaction product. (3) The product is: [C:15]([N:12]1[CH2:13][CH2:14][N:9]([C:4]2[CH:5]=[CH:6][CH:7]=[CH:8][C:3]=2[C:1]#[N:2])[CH2:10][CH2:11]1)([O:18][C:3]([CH3:8])([CH3:4])[CH3:1])=[O:16]. Given the reactants [C:1]([C:3]1[CH:8]=[CH:7][CH:6]=[CH:5][C:4]=1[N:9]1[CH2:14][CH2:13][NH:12][CH2:11][CH2:10]1)#[N:2].[C:15]([O-:18])([O-])=[O:16].[K+].[K+], predict the reaction product. (4) The product is: [Cl:1][C:2]1[N:7]=[C:6]([C:8]([NH:12][C:13]2[C:14]([CH3:24])=[CH:15][C:16]([C:17]([O:19][CH3:20])=[O:18])=[CH:21][C:22]=2[CH3:23])=[O:10])[C:5]([CH3:11])=[CH:4][CH:3]=1. Given the reactants [Cl:1][C:2]1[N:7]=[C:6]([C:8]([OH:10])=O)[C:5]([CH3:11])=[CH:4][CH:3]=1.[NH2:12][C:13]1[C:22]([CH3:23])=[CH:21][C:16]([C:17]([O:19][CH3:20])=[O:18])=[CH:15][C:14]=1[CH3:24].C(N(CC)C(C)C)(C)C.CCCP1(OP(CCC)(=O)OP(CCC)(=O)O1)=O, predict the reaction product. (5) Given the reactants [C:1]([NH:4][N:5]=[C:6]([C:16]1[C:21]([CH2:22][CH:23]([OH:25])[CH3:24])=[CH:20][CH:19]=[C:18]([O:26][CH3:27])[C:17]=1[NH:28][C:29](=[O:31])[CH3:30])[C:7]1[CH:12]=[CH:11][C:10]([N+:13]([O-:15])=[O:14])=[CH:9][CH:8]=1)(=[O:3])[CH3:2].C(N(CC)CC)C.[CH3:39][S:40](Cl)(=[O:42])=[O:41].O, predict the reaction product. The product is: [C:1]([NH:4][N:5]=[C:6]([C:16]1[C:21]([CH2:22][CH:23]([O:25][S:40]([CH3:39])(=[O:42])=[O:41])[CH3:24])=[CH:20][CH:19]=[C:18]([O:26][CH3:27])[C:17]=1[NH:28][C:29](=[O:31])[CH3:30])[C:7]1[CH:8]=[CH:9][C:10]([N+:13]([O-:15])=[O:14])=[CH:11][CH:12]=1)(=[O:3])[CH3:2]. (6) Given the reactants [F:1][C:2]([F:32])([F:31])[C:3]1[CH:26]=[C:25]([C:27]([F:30])([F:29])[F:28])[CH:24]=[CH:23][C:4]=1[CH2:5][O:6][C:7]1[CH:12]=[CH:11][C:10]([CH:13]=[C:14]2[S:18]C(=S)[NH:16][C:15]2=[O:20])=[CH:9][C:8]=1[O:21][CH3:22].IC.[CH3:35]N(C=O)C.[CH3:40][N:41]1[CH2:46][CH2:45][NH:44][CH2:43][CH2:42]1, predict the reaction product. The product is: [F:1][C:2]([F:31])([F:32])[C:3]1[CH:26]=[C:25]([C:27]([F:28])([F:29])[F:30])[CH:24]=[CH:23][C:4]=1[CH2:5][O:6][C:7]1[CH:12]=[CH:11][C:10]([CH:13]=[C:14]2[S:18][C:40]([N:41]3[CH2:46][CH2:45][N:44]([CH3:35])[CH2:43][CH2:42]3)=[N:16][C:15]2=[O:20])=[CH:9][C:8]=1[O:21][CH3:22]. (7) Given the reactants [CH3:1][O:2][C:3]1[CH:4]=[C:5]2[C:10](=[CH:11][C:12]=1[O:13][CH3:14])[N:9]=[CH:8][CH:7]=[C:6]2[O:15][C:16]1[CH:21]=[CH:20][C:19]([NH:22][C:23](=O)[CH2:24][O:25][C:26]2[CH:31]=[CH:30][C:29]([F:32])=[CH:28][CH:27]=2)=[CH:18][CH:17]=1.Cl.[OH-].[Na+], predict the reaction product. The product is: [CH3:1][O:2][C:3]1[CH:4]=[C:5]2[C:10](=[CH:11][C:12]=1[O:13][CH3:14])[N:9]=[CH:8][CH:7]=[C:6]2[O:15][C:16]1[CH:17]=[CH:18][C:19]([NH:22][CH2:23][CH2:24][O:25][C:26]2[CH:27]=[CH:28][C:29]([F:32])=[CH:30][CH:31]=2)=[CH:20][CH:21]=1. (8) The product is: [S:23](=[O:24])(=[O:22])([OH:26])[OH:25].[N:1]1([C:7]2[C:13]3[CH:14]=[CH:15][CH:16]=[CH:17][C:12]=3[S:11][C:10]3[CH:18]=[CH:19][CH:20]=[CH:21][C:9]=3[N:8]=2)[CH2:2][CH2:3][NH:4][CH2:5][CH2:6]1. Given the reactants [N:1]1([C:7]2[C:13]3[CH:14]=[CH:15][CH:16]=[CH:17][C:12]=3[S:11][C:10]3[CH:18]=[CH:19][CH:20]=[CH:21][C:9]=3[N:8]=2)[CH2:6][CH2:5][NH:4][CH2:3][CH2:2]1.[OH:22][S:23]([OH:26])(=[O:25])=[O:24], predict the reaction product. (9) Given the reactants C([Sn](CCCC)(CCCC)[C:6]1[S:7][CH:8]=[CH:9][N:10]=1)CCC.I[C:20]1[CH:21]=[C:22]([CH:24]=[CH:25][CH:26]=1)[NH2:23], predict the reaction product. The product is: [S:7]1[CH:8]=[CH:9][N:10]=[C:6]1[C:20]1[CH:21]=[C:22]([CH:24]=[CH:25][CH:26]=1)[NH2:23].